From a dataset of Reaction yield outcomes from USPTO patents with 853,638 reactions. Predict the reaction yield, written as a fraction of the theoretical maximum amount of product (1.0 means a 100% yield; for example, 0.34 means a 34% yield). (1) The reactants are [O:1]1[C:5]2[CH:6]=[CH:7][C:8]([C:10]3([C:13]([NH:15][C:16]4[N:21]=[C:20]([C:22]5[C:23]([O:29]C)=[N:24][CH:25]=[C:26]([CH3:28])[CH:27]=5)[C:19]([CH3:31])=[CH:18][CH:17]=4)=[O:14])[CH2:12][CH2:11]3)=[CH:9][C:4]=2[CH2:3][CH2:2]1.I[Si](C)(C)C. The catalyst is C(#N)C. The product is [O:1]1[C:5]2[CH:6]=[CH:7][C:8]([C:10]3([C:13]([NH:15][C:16]4[CH:17]=[CH:18][C:19]([CH3:31])=[C:20]([C:22]5[C:23](=[O:29])[NH:24][CH:25]=[C:26]([CH3:28])[CH:27]=5)[N:21]=4)=[O:14])[CH2:12][CH2:11]3)=[CH:9][C:4]=2[CH2:3][CH2:2]1. The yield is 0.550. (2) The yield is 0.847. The catalyst is C(Cl)Cl. The product is [ClH:8].[ClH:1].[Cl:8][C:9]1[CH:14]=[CH:13][C:12]([C@@H:15]([C@@H:35]2[CH2:36][CH2:37][C:38]([CH3:48])([CH3:47])[NH:39]2)[C:16]([N:18]2[CH2:23][CH2:22][N:21]([C:24]3[C:25]4[C@H:32]([CH3:33])[CH2:31][C@@H:30]([OH:34])[C:26]=4[N:27]=[CH:28][N:29]=3)[CH2:20][CH2:19]2)=[O:17])=[C:11]([F:49])[CH:10]=1. The reactants are [ClH:1].O1CCOCC1.[Cl:8][C:9]1[CH:14]=[CH:13][C:12]([C@@H:15]([C@H:35]2[N:39](C(OC(C)(C)C)=O)[C:38]([CH3:48])([CH3:47])[CH2:37][CH2:36]2)[C:16]([N:18]2[CH2:23][CH2:22][N:21]([C:24]3[C:25]4[C@H:32]([CH3:33])[CH2:31][C@@H:30]([OH:34])[C:26]=4[N:27]=[CH:28][N:29]=3)[CH2:20][CH2:19]2)=[O:17])=[C:11]([F:49])[CH:10]=1. (3) The reactants are [Cl:1][C:2]1[N:7]=[C:6]([Cl:8])[C:5]([O:9][CH3:10])=[C:4](Cl)[N:3]=1.[NH:12]1[CH2:16][CH2:15][CH2:14][C@H:13]1[CH2:17][OH:18].C(N(CC)CC)C. No catalyst specified. The product is [Cl:1][C:2]1[N:3]=[C:4]([N:12]2[CH2:16][CH2:15][CH2:14][C@H:13]2[CH2:17][OH:18])[C:5]([O:9][CH3:10])=[C:6]([Cl:8])[N:7]=1. The yield is 0.700. (4) The reactants are [CH2:1]([O:8][C:9](=[O:22])[NH:10][CH2:11][CH2:12][C:13]#[C:14][C:15]1[CH:20]=[CH:19][C:18](I)=[CH:17][CH:16]=1)[C:2]1[CH:7]=[CH:6][CH:5]=[CH:4][CH:3]=1.[CH3:23][O:24][C:25](=[O:38])[C@H:26]([NH:30][C:31]([O:33][C:34]([CH3:37])([CH3:36])[CH3:35])=[O:32])[CH2:27][C:28]#[CH:29].COC(=O)C(NC(OC(C)(C)C)=O)CC#C. The catalyst is C1COCC1.C(N(CC)CC)C.[Cu]I.Cl[Pd](Cl)([P](C1C=CC=CC=1)(C1C=CC=CC=1)C1C=CC=CC=1)[P](C1C=CC=CC=1)(C1C=CC=CC=1)C1C=CC=CC=1. The product is [CH3:23][O:24][C:25](=[O:38])[C@H:26]([NH:30][C:31]([O:33][C:34]([CH3:36])([CH3:35])[CH3:37])=[O:32])[CH2:27][C:28]#[C:29][C:18]1[CH:19]=[CH:20][C:15]([C:14]#[C:13][CH2:12][CH2:11][NH:10][C:9]([O:8][CH2:1][C:2]2[CH:7]=[CH:6][CH:5]=[CH:4][CH:3]=2)=[O:22])=[CH:16][CH:17]=1. The yield is 0.990. (5) The reactants are [Cl:1][C:2]1[C:3]([NH:18][C:19]2C=[CH:25][CH:24]=[CH:23][C:20]=2C#N)=[CH:4][C:5]([NH:8][C:9]2[N:13]([CH:14]([CH3:16])[CH3:15])[N:12]=[C:11]([CH3:17])[CH:10]=2)=[N:6][CH:7]=1.[OH-].[Na+].[C:29]([O:32]CC)(=[O:31])[CH3:30]. The catalyst is O1CCOCC1. The product is [Cl:1][C:2]1[C:3]([NH:18][C:19]2[CH:20]=[CH:23][CH:24]=[CH:25][C:30]=2[C:29]([OH:32])=[O:31])=[CH:4][C:5]([NH:8][C:9]2[N:13]([CH:14]([CH3:15])[CH3:16])[N:12]=[C:11]([CH3:17])[CH:10]=2)=[N:6][CH:7]=1. The yield is 0.760. (6) The reactants are [CH3:1][C:2]1[C:3]2[CH:13]=[CH:12][CH:11]=[CH:10][C:4]=2[S:5][C:6]=1[CH2:7][NH:8][CH3:9].[NH2:14][C:15]1[N:20]=[CH:19][C:18](/[CH:21]=[CH:22]/[C:23]([OH:25])=O)=[CH:17][CH:16]=1.C1C=CC2N(O)N=NC=2C=1.O.C1CCC(N=C=NC2CCCCC2)CC1. The catalyst is CN(C=O)C.C(Cl)Cl. The product is [NH2:14][C:15]1[N:20]=[CH:19][C:18](/[CH:21]=[CH:22]/[C:23]([N:8]([CH3:9])[CH2:7][C:6]2[S:5][C:4]3[CH:10]=[CH:11][CH:12]=[CH:13][C:3]=3[C:2]=2[CH3:1])=[O:25])=[CH:17][CH:16]=1. The yield is 0.720. (7) The reactants are S(=O)(=O)(O)O.[C:6]([C:8]1[CH:9]=[C:10]([CH:15]=[CH:16][CH:17]=1)[C:11]([O:13][CH3:14])=[O:12])#[N:7].[CH3:18][O:19][C:20]1[C:28]2[O:27][C:26]([CH3:30])([CH3:29])[CH2:25][C:24]=2[CH:23]=[C:22]([CH:31]=[C:32]([CH3:34])[CH3:33])[CH:21]=1.C([O-])(=O)C.[Na+].N. The catalyst is C1(C)C=CC=CC=1.C(O)(=O)C. The product is [CH3:14][O:13][C:11](=[O:12])[C:10]1[CH:15]=[CH:16][CH:17]=[C:8]([C:6]2[C:23]3[C:22](=[CH:21][C:20]([O:19][CH3:18])=[C:28]4[O:27][C:26]([CH3:30])([CH3:29])[CH2:25][C:24]4=3)[CH2:31][C:32]([CH3:34])([CH3:33])[N:7]=2)[CH:9]=1. The yield is 0.370.